From a dataset of Forward reaction prediction with 1.9M reactions from USPTO patents (1976-2016). Predict the product of the given reaction. (1) Given the reactants [NH2:1][C@@H:2]([C:5]([OH:7])=[O:6])[CH2:3][OH:4].[C:8]([O:14][CH2:15][CH2:16][O:17][C:18](ON1C(=O)CCC1=O)=[O:19])(=[O:13])[CH2:9][CH2:10][CH2:11][CH3:12], predict the reaction product. The product is: [OH:4][CH2:3][C@@H:2]([NH:1][C:18]([O:17][CH2:16][CH2:15][O:14][C:8](=[O:13])[CH2:9][CH2:10][CH2:11][CH3:12])=[O:19])[C:5]([OH:7])=[O:6]. (2) Given the reactants [NH2:1][C:2]1[C:3]2[C:10]([C:11]3[CH:16]=[CH:15][CH:14]=[C:13]([O:17][CH2:18][CH:19]4[CH2:24][CH2:23][CH2:22][CH2:21][O:20]4)[CH:12]=3)=[CH:9][N:8]([C@@H:25]3[CH2:28][C@H:27]([CH2:29][N:30]4[CH2:34][CH2:33][C@H](O)[CH2:31]4)[CH2:26]3)[C:4]=2[N:5]=[CH:6][N:7]=1.[F:36]C1CNC1, predict the reaction product. The product is: [F:36][CH:33]1[CH2:31][N:30]([CH2:29][C@H:27]2[CH2:28][C@H:25]([N:8]3[C:4]4[N:5]=[CH:6][N:7]=[C:2]([NH2:1])[C:3]=4[C:10]([C:11]4[CH:16]=[CH:15][CH:14]=[C:13]([O:17][CH2:18][CH:19]5[CH2:24][CH2:23][CH2:22][CH2:21][O:20]5)[CH:12]=4)=[CH:9]3)[CH2:26]2)[CH2:34]1. (3) Given the reactants CN(C)CC(C)(C)CNC[CH2:8][CH2:9][O:10][C:11]1[CH:35]=[CH:34][C:14]([CH2:15][C:16]2[CH:17]=[C:18]([C@H:23]3[C@H:28]([OH:29])[C@@H:27]([OH:30])[C@H:26]([OH:31])[C@@H:25]([S:32][CH3:33])[O:24]3)[CH:19]=[CH:20][C:21]=2[CH3:22])=[CH:13][CH:12]=1.[NH2:39][C:40]1([C:45]([NH2:47])=[O:46])[CH2:44][CH2:43][CH2:42][CH2:41]1, predict the reaction product. The product is: [CH3:22][C:21]1[CH:20]=[CH:19][C:18]([C@H:23]2[C@H:28]([OH:29])[C@@H:27]([OH:30])[C@H:26]([OH:31])[C@@H:25]([S:32][CH3:33])[O:24]2)=[CH:17][C:16]=1[CH2:15][C:14]1[CH:13]=[CH:12][C:11]([O:10][CH2:9][CH2:8][NH:39][C:40]2([C:45]([NH2:47])=[O:46])[CH2:44][CH2:43][CH2:42][CH2:41]2)=[CH:35][CH:34]=1. (4) Given the reactants [O:1]([CH2:8][C:9]#[N:10])[C:2]1[CH:7]=[CH:6][CH:5]=[CH:4][CH:3]=1.C([O-])([O-])=O.[K+].[K+].Cl.[NH2:18][OH:19], predict the reaction product. The product is: [OH:19][N:18]=[C:9]([NH2:10])[CH2:8][O:1][C:2]1[CH:7]=[CH:6][CH:5]=[CH:4][CH:3]=1. (5) Given the reactants C[O:2][C:3](=[O:34])[C@:4](NC(OC(C)(C)C)=O)(CCN1CCCCC1)[CH2:5][CH2:6][CH2:7][CH2:8]B1OC(C)(C)C(C)(C)O1.[ClH:35], predict the reaction product. The product is: [ClH:35].[ClH:35].[C:3]([OH:34])(=[O:2])[CH2:4][CH2:5][CH2:6][CH2:7][CH3:8].